Dataset: Reaction yield outcomes from USPTO patents with 853,638 reactions. Task: Predict the reaction yield, written as a fraction of the theoretical maximum amount of product (1.0 means a 100% yield; for example, 0.34 means a 34% yield). (1) The catalyst is C1COCC1. The reactants are Br[CH2:2][C:3]([C:5]1[CH:10]=[CH:9][C:8]([Br:11])=[CH:7][N:6]=1)=[O:4].[NH:12]1[CH:16]=[CH:15][N:14]=[CH:13]1. The yield is 0.470. The product is [Br:11][C:8]1[CH:9]=[CH:10][C:5]([C:3](=[O:4])[CH2:2][N:12]2[CH:16]=[CH:15][N:14]=[CH:13]2)=[N:6][CH:7]=1. (2) The reactants are [Cl:1][C:2]1[S:6][C:5]([C:7]2[N:12]=[C:11]([NH:13][C:14]3[CH:21]=[CH:20][C:17]([CH:18]=O)=[CH:16][CH:15]=3)[C:10]([CH2:22][CH3:23])=[C:9]([CH3:24])[N:8]=2)=[CH:4][CH:3]=1.C[Si](C)(C)[O:27][C:28]1[CH2:31][CH2:30][C:29]=1[O:32][Si](C)(C)C.B(F)(F)F.CCOCC.C(=O)(O)[O-].[Na+]. The catalyst is ClCCl. The product is [Cl:1][C:2]1[S:6][C:5]([C:7]2[N:12]=[C:11]([NH:13][C:14]3[CH:21]=[CH:20][C:17]([C:18]4[C:28](=[O:27])[CH2:31][CH2:30][C:29]=4[OH:32])=[CH:16][CH:15]=3)[C:10]([CH2:22][CH3:23])=[C:9]([CH3:24])[N:8]=2)=[CH:4][CH:3]=1. The yield is 0.130.